Dataset: NCI-60 drug combinations with 297,098 pairs across 59 cell lines. Task: Regression. Given two drug SMILES strings and cell line genomic features, predict the synergy score measuring deviation from expected non-interaction effect. (1) Drug 1: CC1=C2C(C(=O)C3(C(CC4C(C3C(C(C2(C)C)(CC1OC(=O)C(C(C5=CC=CC=C5)NC(=O)OC(C)(C)C)O)O)OC(=O)C6=CC=CC=C6)(CO4)OC(=O)C)O)C)O. Drug 2: CC=C1C(=O)NC(C(=O)OC2CC(=O)NC(C(=O)NC(CSSCCC=C2)C(=O)N1)C(C)C)C(C)C. Cell line: OVCAR-4. Synergy scores: CSS=11.6, Synergy_ZIP=-1.24, Synergy_Bliss=0.484, Synergy_Loewe=-7.67, Synergy_HSA=1.77. (2) Drug 1: CC12CCC(CC1=CCC3C2CCC4(C3CC=C4C5=CN=CC=C5)C)O. Drug 2: COC1=C2C(=CC3=C1OC=C3)C=CC(=O)O2. Cell line: SW-620. Synergy scores: CSS=-3.72, Synergy_ZIP=0.124, Synergy_Bliss=-4.92, Synergy_Loewe=-7.28, Synergy_HSA=-6.65.